Dataset: Full USPTO retrosynthesis dataset with 1.9M reactions from patents (1976-2016). Task: Predict the reactants needed to synthesize the given product. (1) Given the product [Br:1][C:2]1[CH:7]=[C:6]([CH:5]=[C:4]([N+:11]([O-:13])=[O:12])[CH:3]=1)[NH2:8], predict the reactants needed to synthesize it. The reactants are: [Br:1][C:2]1[CH:7]=[C:6]([N+:8]([O-])=O)[CH:5]=[C:4]([N+:11]([O-:13])=[O:12])[CH:3]=1. (2) Given the product [CH3:1][O:2][C:3]1[C:4]([CH:10]=[O:11])=[N:5][C:6]([CH3:9])=[CH:7][N:8]=1, predict the reactants needed to synthesize it. The reactants are: [CH3:1][O:2][C:3]1[C:4]([C:10](OC)=[O:11])=[N:5][C:6]([CH3:9])=[CH:7][N:8]=1.[H-].C([Al+]CC(C)C)C(C)C.Cl. (3) Given the product [CH2:9]([O:12][C@@H:13]([CH2:21][O:22][CH2:23][C:24]1[CH:29]=[CH:28][CH:27]=[CH:26][CH:25]=1)[CH2:14][CH:15]=[O:2])[CH:10]=[CH2:11], predict the reactants needed to synthesize it. The reactants are: C(=O)([O-])[O-:2].[K+].[K+].CI.[CH2:9]([O:12][C@@H:13]([CH2:21][O:22][CH2:23][C:24]1[CH:29]=[CH:28][CH:27]=[CH:26][CH:25]=1)[CH2:14][CH:15]1SCCCS1)[CH:10]=[CH2:11].COC(C)(C)C. (4) Given the product [Cl:13][C:3]1[C:4]([CH3:12])=[C:5]([NH:8][C:9](=[O:11])[CH3:10])[CH:6]=[CH:7][C:2]=1[C:15]#[N:16], predict the reactants needed to synthesize it. The reactants are: Br[C:2]1[CH:7]=[CH:6][C:5]([NH:8][C:9](=[O:11])[CH3:10])=[C:4]([CH3:12])[C:3]=1[Cl:13].[Cu](C#N)[C:15]#[N:16].O. (5) Given the product [CH2:1]([O:8][C@@H:9]1[C@@H:15]([O:16][CH2:17][C:18]2[CH:19]=[CH:20][CH:21]=[CH:22][CH:23]=2)[C@H:14]([O:24][CH2:25][C:26]2[CH:31]=[CH:30][CH:29]=[CH:28][CH:27]=2)[C@@H:13]([CH2:32][O:33][CH2:34][C:35]2[CH:40]=[CH:39][CH:38]=[CH:37][CH:36]=2)[O:12][C@H:10]1[C:41]1[S:45][C:44]2[C:46]([CH2:50][C:51]3[CH:52]=[CH:53][C:54]([CH3:57])=[CH:55][CH:56]=3)=[CH:47][CH:48]=[CH:49][C:43]=2[CH:42]=1)[C:2]1[CH:7]=[CH:6][CH:5]=[CH:4][CH:3]=1, predict the reactants needed to synthesize it. The reactants are: [CH2:1]([O:8][C@@H:9]1[C@@H:15]([O:16][CH2:17][C:18]2[CH:23]=[CH:22][CH:21]=[CH:20][CH:19]=2)[C@H:14]([O:24][CH2:25][C:26]2[CH:31]=[CH:30][CH:29]=[CH:28][CH:27]=2)[C@@H:13]([CH2:32][O:33][CH2:34][C:35]2[CH:40]=[CH:39][CH:38]=[CH:37][CH:36]=2)[O:12][C:10]1([C:41]1[S:45][C:44]2[C:46]([CH2:50][C:51]3[CH:56]=[CH:55][C:54]([CH3:57])=[CH:53][CH:52]=3)=[CH:47][CH:48]=[CH:49][C:43]=2[CH:42]=1)O)[C:2]1[CH:7]=[CH:6][CH:5]=[CH:4][CH:3]=1.C([SiH](CC)CC)C.C(=O)([O-])[O-].[K+].[K+]. (6) Given the product [F:11][C:3]1[CH:4]=[C:5]([O:9][CH3:10])[CH:6]=[C:7]([F:8])[C:2]=1[N:17]([C:26]([O:28][C:29]([CH3:32])([CH3:31])[CH3:30])=[O:27])[NH:18][C:19]([O:21][C:22]([CH3:23])([CH3:24])[CH3:25])=[O:20], predict the reactants needed to synthesize it. The reactants are: Br[C:2]1[C:7]([F:8])=[CH:6][C:5]([O:9][CH3:10])=[CH:4][C:3]=1[F:11].[Li]CCCC.[N:17]([C:26]([O:28][C:29]([CH3:32])([CH3:31])[CH3:30])=[O:27])=[N:18][C:19]([O:21][C:22]([CH3:25])([CH3:24])[CH3:23])=[O:20].N#N.